From a dataset of TCR-epitope binding with 47,182 pairs between 192 epitopes and 23,139 TCRs. Binary Classification. Given a T-cell receptor sequence (or CDR3 region) and an epitope sequence, predict whether binding occurs between them. The epitope is VLAWLYAAV. The TCR CDR3 sequence is CASSPRWDDPVVNAEAFF. Result: 0 (the TCR does not bind to the epitope).